Dataset: Peptide-MHC class I binding affinity with 185,985 pairs from IEDB/IMGT. Task: Regression. Given a peptide amino acid sequence and an MHC pseudo amino acid sequence, predict their binding affinity value. This is MHC class I binding data. (1) The peptide sequence is MLNNSLYYM. The MHC is HLA-B54:01 with pseudo-sequence HLA-B54:01. The binding affinity (normalized) is 0.0283. (2) The peptide sequence is PVDEYITTY. The MHC is HLA-B40:01 with pseudo-sequence HLA-B40:01. The binding affinity (normalized) is 0.0847. (3) The peptide sequence is SIINSNVTW. The MHC is HLA-A32:01 with pseudo-sequence HLA-A32:01. The binding affinity (normalized) is 0.777. (4) The peptide sequence is HKFSNSNIYK. The MHC is HLA-A01:01 with pseudo-sequence HLA-A01:01. The binding affinity (normalized) is 0. (5) The peptide sequence is LATLKDMWK. The MHC is HLA-B15:01 with pseudo-sequence HLA-B15:01. The binding affinity (normalized) is 0.0847.